This data is from Catalyst prediction with 721,799 reactions and 888 catalyst types from USPTO. The task is: Predict which catalyst facilitates the given reaction. (1) Reactant: [NH:1]1[CH2:6][CH2:5][O:4][CH:3]([CH2:7][NH:8][C:9](=[O:15])[O:10][C:11]([CH3:14])([CH3:13])[CH3:12])[CH2:2]1.[O:16]1[CH2:19][C:18](=O)[CH2:17]1.C(O[BH-](OC(=O)C)OC(=O)C)(=O)C.[Na+]. Product: [O:16]1[CH2:19][CH:18]([N:1]2[CH2:6][CH2:5][O:4][CH:3]([CH2:7][NH:8][C:9](=[O:15])[O:10][C:11]([CH3:12])([CH3:14])[CH3:13])[CH2:2]2)[CH2:17]1. The catalyst class is: 4. (2) Reactant: [Cl:1][C:2]1[N:3]=[C:4]([C:9]([OH:11])=O)[NH:5][C:6]=1[CH2:7][CH3:8].S(Cl)(Cl)=O.[NH2:16][C:17]1[CH:33]=[CH:32][C:20]2[N:21]([C:25]([O:27][C:28]([CH3:31])([CH3:30])[CH3:29])=[O:26])[CH2:22][CH2:23][O:24][C:19]=2[CH:18]=1. Product: [Cl:1][C:2]1[N:3]=[C:4]([C:9]([NH:16][C:17]2[CH:33]=[CH:32][C:20]3[N:21]([C:25]([O:27][C:28]([CH3:29])([CH3:30])[CH3:31])=[O:26])[CH2:22][CH2:23][O:24][C:19]=3[CH:18]=2)=[O:11])[NH:5][C:6]=1[CH2:7][CH3:8]. The catalyst class is: 17. (3) Reactant: [C:1]([C:5]1[CH:6]=[C:7]2[C:12](=[C:13]([F:15])[CH:14]=1)[C:11](=[O:16])[N:10]([C:17]1[N:24]=[CH:23][CH:22]=[C:21]([C:25]3[CH:30]=[C:29]([NH:31][C:32]4[CH:44]=[C:35]5[CH2:36][N:37]([CH2:40][CH:41]([F:43])[F:42])[CH2:38][CH2:39][N:34]5[N:33]=4)[C:28](=[O:45])[N:27]([CH3:46])[CH:26]=3)[C:18]=1[CH:19]=[O:20])[N:9]=[CH:8]2)([CH3:4])([CH3:3])[CH3:2].[BH4-].[Na+]. Product: [C:1]([C:5]1[CH:6]=[C:7]2[C:12](=[C:13]([F:15])[CH:14]=1)[C:11](=[O:16])[N:10]([C:17]1[C:18]([CH2:19][OH:20])=[C:21]([C:25]3[CH:30]=[C:29]([NH:31][C:32]4[CH:44]=[C:35]5[CH2:36][N:37]([CH2:40][CH:41]([F:43])[F:42])[CH2:38][CH2:39][N:34]5[N:33]=4)[C:28](=[O:45])[N:27]([CH3:46])[CH:26]=3)[CH:22]=[CH:23][N:24]=1)[N:9]=[CH:8]2)([CH3:4])([CH3:2])[CH3:3]. The catalyst class is: 138. (4) Reactant: Cl.[C:2]1(=[O:12])[C:6]2([CH2:11][CH2:10][NH:9][CH2:8][CH2:7]2)[CH2:5][CH2:4][NH:3]1.C(N(CC)CC)C.[F:20][C:21]([F:34])([F:33])[O:22][C:23]1[CH:24]=[C:25]([S:29](Cl)(=[O:31])=[O:30])[CH:26]=[CH:27][CH:28]=1. Product: [F:34][C:21]([F:20])([F:33])[O:22][C:23]1[CH:24]=[C:25]([S:29]([N:9]2[CH2:10][CH2:11][C:6]3([C:2](=[O:12])[NH:3][CH2:4][CH2:5]3)[CH2:7][CH2:8]2)(=[O:31])=[O:30])[CH:26]=[CH:27][CH:28]=1. The catalyst class is: 4. (5) Reactant: [CH2:1]([O:3][C:4]1[CH:13]=[CH:12][C:11]2[C:6](=[C:7]([F:15])[C:8]([F:14])=[CH:9][CH:10]=2)[C:5]=1[F:16])[CH3:2].C([Li])CCC.CCCCCC.[CH2:28]([C@H:32]1[CH2:37][CH2:36][C@H:35]([C@H:38]2[CH2:43][CH2:42][C@H:41]([CH2:44][CH:45]=[O:46])[CH2:40][CH2:39]2)[CH2:34][CH2:33]1)[CH2:29][CH2:30][CH3:31].Cl. The catalyst class is: 7. Product: [CH2:1]([O:3][C:4]1[C:5]([F:16])=[C:6]2[C:11]([CH:10]=[C:9]([CH:45]([OH:46])[CH2:44][C@H:41]3[CH2:40][CH2:39][C@H:38]([C@H:35]4[CH2:36][CH2:37][C@H:32]([CH2:28][CH2:29][CH2:30][CH3:31])[CH2:33][CH2:34]4)[CH2:43][CH2:42]3)[C:8]([F:14])=[C:7]2[F:15])=[CH:12][CH:13]=1)[CH3:2]. (6) Reactant: [F:1][C:2]1[CH:3]=[C:4]([CH:22]=[CH:23][CH:24]=1)[CH2:5][N:6]1[CH:11]=[CH:10][C:9]([O:12]CC2C=CC=C(F)C=2)=[CH:8][C:7]1=[O:21]. Product: [F:1][C:2]1[CH:3]=[C:4]([CH:22]=[CH:23][CH:24]=1)[CH2:5][N:6]1[CH:11]=[CH:10][C:9]([OH:12])=[CH:8][C:7]1=[O:21]. The catalyst class is: 19.